Dataset: Full USPTO retrosynthesis dataset with 1.9M reactions from patents (1976-2016). Task: Predict the reactants needed to synthesize the given product. (1) Given the product [Br:1][C:2]1[CH:3]=[CH:4][C:5]([O:6][CH2:7][CH:8]2[CH2:9][N:10]([C:21](=[O:23])[CH3:22])[CH2:11]2)=[CH:12][CH:13]=1, predict the reactants needed to synthesize it. The reactants are: [Br:1][C:2]1[CH:13]=[CH:12][C:5]([O:6][CH2:7][CH:8]2[CH2:11][NH:10][CH2:9]2)=[CH:4][CH:3]=1.C(N(CC)CC)C.[C:21](OC(=O)C)(=[O:23])[CH3:22]. (2) Given the product [CH2:8]([O:7][C:5]([C:4]1[S:3][C:11]2[CH:12]=[C:13]([C:19]([CH3:34])([C:20]([O:22][C:23]([CH3:26])([CH3:25])[CH3:24])=[O:21])[C:27]([O:29][C:30]([CH3:33])([CH3:31])[CH3:32])=[O:28])[CH:14]=[CH:15][C:16]=2[CH:17]=1)=[O:6])[CH3:9], predict the reactants needed to synthesize it. The reactants are: [H-].[Na+].[SH:3][CH2:4][C:5]([O:7][CH2:8][CH3:9])=[O:6].F[C:11]1[CH:12]=[C:13]([C:19]([CH3:34])([C:27]([O:29][C:30]([CH3:33])([CH3:32])[CH3:31])=[O:28])[C:20]([O:22][C:23]([CH3:26])([CH3:25])[CH3:24])=[O:21])[CH:14]=[CH:15][C:16]=1[CH:17]=O.O.